From a dataset of NCI-60 drug combinations with 297,098 pairs across 59 cell lines. Regression. Given two drug SMILES strings and cell line genomic features, predict the synergy score measuring deviation from expected non-interaction effect. Drug 1: CCC1(CC2CC(C3=C(CCN(C2)C1)C4=CC=CC=C4N3)(C5=C(C=C6C(=C5)C78CCN9C7C(C=CC9)(C(C(C8N6C)(C(=O)OC)O)OC(=O)C)CC)OC)C(=O)OC)O.OS(=O)(=O)O. Drug 2: B(C(CC(C)C)NC(=O)C(CC1=CC=CC=C1)NC(=O)C2=NC=CN=C2)(O)O. Cell line: 786-0. Synergy scores: CSS=23.4, Synergy_ZIP=0.637, Synergy_Bliss=1.50, Synergy_Loewe=-0.275, Synergy_HSA=0.754.